This data is from HIV replication inhibition screening data with 41,000+ compounds from the AIDS Antiviral Screen. The task is: Binary Classification. Given a drug SMILES string, predict its activity (active/inactive) in a high-throughput screening assay against a specified biological target. (1) The drug is Cc1ccc(N=Nc2c(O)c(S(=O)(=O)O)cc3cc(S(=O)(=O)O)ccc23)c(C)c1. The result is 0 (inactive). (2) The compound is COc1ccc(N2C(=O)c3c4c(c5c([nH]c6ncccc65)c3C2=O)CCC(C(C)(C)C)C4)cc1. The result is 1 (active).